Dataset: NCI-60 drug combinations with 297,098 pairs across 59 cell lines. Task: Regression. Given two drug SMILES strings and cell line genomic features, predict the synergy score measuring deviation from expected non-interaction effect. (1) Drug 1: COC1=NC(=NC2=C1N=CN2C3C(C(C(O3)CO)O)O)N. Drug 2: B(C(CC(C)C)NC(=O)C(CC1=CC=CC=C1)NC(=O)C2=NC=CN=C2)(O)O. Cell line: NCIH23. Synergy scores: CSS=41.4, Synergy_ZIP=7.60, Synergy_Bliss=12.8, Synergy_Loewe=-41.5, Synergy_HSA=0.432. (2) Drug 1: C1CN1P(=S)(N2CC2)N3CC3. Drug 2: C1CN1C2=NC(=NC(=N2)N3CC3)N4CC4. Cell line: MDA-MB-435. Synergy scores: CSS=11.3, Synergy_ZIP=-4.32, Synergy_Bliss=-1.44, Synergy_Loewe=-12.0, Synergy_HSA=-2.88. (3) Drug 1: CCN(CC)CCNC(=O)C1=C(NC(=C1C)C=C2C3=C(C=CC(=C3)F)NC2=O)C. Drug 2: CC(C)(C#N)C1=CC=C(C=C1)N2C3=C4C=C(C=CC4=NC=C3N(C2=O)C)C5=CC6=CC=CC=C6N=C5. Cell line: UACC62. Synergy scores: CSS=74.1, Synergy_ZIP=11.4, Synergy_Bliss=11.1, Synergy_Loewe=10.1, Synergy_HSA=16.7. (4) Drug 1: CN1CCC(CC1)COC2=C(C=C3C(=C2)N=CN=C3NC4=C(C=C(C=C4)Br)F)OC. Synergy scores: CSS=-0.607, Synergy_ZIP=0.917, Synergy_Bliss=-0.199, Synergy_Loewe=-2.58, Synergy_HSA=-3.04. Drug 2: C1=CC=C(C(=C1)C(C2=CC=C(C=C2)Cl)C(Cl)Cl)Cl. Cell line: M14.